Task: Predict the reactants needed to synthesize the given product.. Dataset: Full USPTO retrosynthesis dataset with 1.9M reactions from patents (1976-2016) (1) Given the product [CH3:24][C:14]1[CH:19]=[CH:18][C:17]([S:20]([O:1][CH2:2][C@@H:3]2[CH2:4][C:5](=[O:7])[NH:6]2)(=[O:22])=[O:21])=[CH:16][CH:15]=1, predict the reactants needed to synthesize it. The reactants are: [OH:1][CH2:2][C@H:3]1[NH:6][C:5](=[O:7])[CH2:4]1.CN1C=CN=C1.[C:14]1([CH3:24])[CH:19]=[CH:18][C:17]([S:20](Cl)(=[O:22])=[O:21])=[CH:16][CH:15]=1.C(OCC)C. (2) Given the product [CH3:1][S:2]([C:5]1[CH:28]=[CH:27][C:8]([CH2:9][NH:10][C:11]([C:13]2[C:18](=[O:19])[C:17]([C:35]3[CH:34]=[CH:33][CH:32]=[C:31]([CH:30]([F:40])[F:29])[CH:36]=3)=[C:16]([CH3:21])[N:15]([C@@H:22]([CH3:26])[CH2:23][O:24][CH3:25])[CH:14]=2)=[O:12])=[CH:7][CH:6]=1)(=[O:4])=[O:3], predict the reactants needed to synthesize it. The reactants are: [CH3:1][S:2]([C:5]1[CH:28]=[CH:27][C:8]([CH2:9][NH:10][C:11]([C:13]2[C:18](=[O:19])[C:17](Br)=[C:16]([CH3:21])[N:15]([C@@H:22]([CH3:26])[CH2:23][O:24][CH3:25])[CH:14]=2)=[O:12])=[CH:7][CH:6]=1)(=[O:4])=[O:3].[F:29][CH:30]([F:40])[C:31]1[CH:32]=[C:33](B(O)O)[CH:34]=[CH:35][CH:36]=1. (3) Given the product [Cl:28][C:25]1[CH:26]=[CH:27][C:22]([CH:8]([C:5]2[CH:4]=[CH:3][C:2]([Cl:1])=[CH:7][CH:6]=2)[C:9]2[CH:10]=[C:11]3[C:16](=[C:17]([Br:19])[CH:18]=2)[NH:15][C:14](=[O:20])[CH:13]=[C:12]3[NH:40][CH:37]2[CH2:38][CH2:39][N:34]([S:31]([C:30]([F:41])([F:42])[F:29])(=[O:33])=[O:32])[CH2:35][CH2:36]2)=[CH:23][CH:24]=1, predict the reactants needed to synthesize it. The reactants are: [Cl:1][C:2]1[CH:7]=[CH:6][C:5]([CH:8]([C:22]2[CH:27]=[CH:26][C:25]([Cl:28])=[CH:24][CH:23]=2)[C:9]2[CH:10]=[C:11]3[C:16](=[C:17]([Br:19])[CH:18]=2)[NH:15][C:14](=[O:20])[CH:13]=[C:12]3Br)=[CH:4][CH:3]=1.[F:29][C:30]([F:42])([F:41])[S:31]([N:34]1[CH2:39][CH2:38][CH:37]([NH2:40])[CH2:36][CH2:35]1)(=[O:33])=[O:32].C([O-])([O-])=O.[Cs+].[Cs+].O1CCOCC1. (4) The reactants are: N1C=CC=CC=1.N1CCCCC1.[C:13](O)(=O)[CH2:14][C:15]([OH:17])=[O:16].[F:20][C:21]1[CH:28]=[CH:27][C:24](C=O)=[C:23]([CH3:29])[CH:22]=1. Given the product [F:20][C:21]1[CH:28]=[CH:27][C:24]([CH:13]=[CH:14][C:15]([OH:17])=[O:16])=[C:23]([CH3:29])[CH:22]=1, predict the reactants needed to synthesize it. (5) Given the product [CH:5]1([C:11]2[C:12]3[CH:13]=[CH:14][C:15]4[C:16](=[O:57])[NH:17][CH2:18][CH2:19][CH:20]=[CH:21][CH2:22][CH2:23][NH:24][C:25](=[O:56])[CH2:26][N:27]([C:54]=3[CH:55]=4)[C:28]=2[C:29]2[CH:34]=[CH:33][C:32]([O:35][CH2:36][C:37]3[CH:42]=[C:41]([NH:43][C:1](=[O:3])[CH3:2])[CH:40]=[CH:39][C:38]=3[N:44]3[CH2:45][CH2:46][N:47]([S:50]([CH3:53])(=[O:51])=[O:52])[CH2:48][CH2:49]3)=[CH:31][CH:30]=2)[CH2:6][CH2:7][CH2:8][CH2:9][CH2:10]1, predict the reactants needed to synthesize it. The reactants are: [C:1](Cl)(=[O:3])[CH3:2].[CH:5]1([C:11]2[C:12]3[CH:13]=[CH:14][C:15]4[C:16](=[O:57])[NH:17][CH2:18][CH2:19][CH:20]=[CH:21][CH2:22][CH2:23][NH:24][C:25](=[O:56])[CH2:26][N:27]([C:54]=3[CH:55]=4)[C:28]=2[C:29]2[CH:34]=[CH:33][C:32]([O:35][CH2:36][C:37]3[CH:42]=[C:41]([NH2:43])[CH:40]=[CH:39][C:38]=3[N:44]3[CH2:49][CH2:48][N:47]([S:50]([CH3:53])(=[O:52])=[O:51])[CH2:46][CH2:45]3)=[CH:31][CH:30]=2)[CH2:10][CH2:9][CH2:8][CH2:7][CH2:6]1.CCN(C(C)C)C(C)C. (6) Given the product [N:15]1([C:11]2[CH2:10][CH2:9][N:8]([C:1]([O:3][C:4]([CH3:7])([CH3:6])[CH3:5])=[O:2])[CH2:13][CH:12]=2)[CH2:19][CH2:18][CH2:17][CH2:16]1, predict the reactants needed to synthesize it. The reactants are: [C:1]([N:8]1[CH2:13][CH2:12][C:11](=O)[CH2:10][CH2:9]1)([O:3][C:4]([CH3:7])([CH3:6])[CH3:5])=[O:2].[NH:15]1[CH2:19][CH2:18][CH2:17][CH2:16]1.CC1C=CC(S(O)(=O)=O)=CC=1. (7) Given the product [CH2:16]([N:18]([C:3]1[C:12]2[C:7](=[CH:8][CH:9]=[CH:10][CH:11]=2)[CH:6]=[CH:5][C:4]=1[C:13]([OH:15])=[O:14])[CH2:19][CH3:20])[CH3:17], predict the reactants needed to synthesize it. The reactants are: CO[C:3]1[C:12]2[C:7](=[CH:8][CH:9]=[CH:10][CH:11]=2)[CH:6]=[CH:5][C:4]=1[C:13]([OH:15])=[O:14].[CH2:16]([N-:18][CH2:19][CH3:20])[CH3:17].[Li+].O.Cl.